This data is from Reaction yield outcomes from USPTO patents with 853,638 reactions. The task is: Predict the reaction yield, written as a fraction of the theoretical maximum amount of product (1.0 means a 100% yield; for example, 0.34 means a 34% yield). (1) The reactants are [C:1]1(=[O:11])[NH:5][C:4](=[O:6])[C:3]2=[CH:7][CH:8]=[CH:9][CH:10]=[C:2]12.[CH:12]([C:14]([CH3:16])=[O:15])=[CH2:13].C(OCC)(=O)C. The catalyst is CO. The product is [O:15]=[C:14]([CH3:16])[CH2:12][CH2:13][N:5]1[C:1](=[O:11])[C:2]2[C:3](=[CH:7][CH:8]=[CH:9][CH:10]=2)[C:4]1=[O:6]. The yield is 0.860. (2) The reactants are [OH:1][C:2]1[CH:10]=[CH:9][C:5]([C:6]([OH:8])=O)=[CH:4][CH:3]=1.[NH:11]1[CH2:16][CH2:15][CH2:14][C@@H:13]2[C:17]3[CH:18]=[CH:19][CH:20]=[CH:21][C:22]=3[CH2:23][C@H:12]12.F[P-](F)(F)(F)(F)F.N1(OC(N(C)C)=[N+](C)C)C2N=CC=CC=2N=N1. No catalyst specified. The product is [N:11]1([C:6]([C:5]2[CH:4]=[CH:3][C:2]([OH:1])=[CH:10][CH:9]=2)=[O:8])[CH2:16][CH2:15][CH2:14][C@@H:13]2[C:17]3[CH:18]=[CH:19][CH:20]=[CH:21][C:22]=3[CH2:23][C@H:12]12. The yield is 0.250. (3) The reactants are S(=O)(=O)(O)[OH:2].[Cl:6][C:7]1[CH:13]=[CH:12][CH:11]=[C:10]([Cl:14])[C:8]=1[NH2:9].OO.[OH-:17].[Na+]. The catalyst is S([O-])(O)(=O)=O.C([N+](CCCC)(CCCC)CCCC)CCC.C1(C)C=CC=CC=1.O[W](O)(=O)=O. The product is [Cl:6][C:7]1[CH:13]=[CH:12][CH:11]=[C:10]([Cl:14])[C:8]=1[N+:9]([O-:2])=[O:17]. The yield is 0.810. (4) The reactants are Cl[C:2]1[C:3]([NH:12][S:13]([C:16]2[CH:21]=[CH:20][CH:19]=[C:18]([N+:22]([O-:24])=[O:23])[CH:17]=2)(=[O:15])=[O:14])=[N:4][C:5]2[C:10]([N:11]=1)=[CH:9][CH:8]=[CH:7][CH:6]=2.[CH3:25][O:26][C:27]1[CH:28]=[C:29]([CH:31]=[C:32]([N+:34]([O-:36])=[O:35])[CH:33]=1)[NH2:30].CC1C=CC(C)=CC=1. The catalyst is C(Cl)Cl. The product is [CH3:25][O:26][C:27]1[CH:28]=[C:29]([NH:30][C:2]2[C:3]([NH:12][S:13]([C:16]3[CH:21]=[CH:20][CH:19]=[C:18]([N+:22]([O-:24])=[O:23])[CH:17]=3)(=[O:15])=[O:14])=[N:4][C:5]3[C:10]([N:11]=2)=[CH:9][CH:8]=[CH:7][CH:6]=3)[CH:31]=[C:32]([N+:34]([O-:36])=[O:35])[CH:33]=1. The yield is 0.420. (5) The reactants are [N-:1]=[N+:2]=[N-:3].[Na+].[CH3:5][O:6][C:7]1[CH:12]=[CH:11][C:10]([CH2:13][CH2:14][CH2:15][CH2:16]OS(C2C=CC(C)=CC=2)(=O)=O)=[CH:9][CH:8]=1. The catalyst is CN(C=O)C. The product is [CH3:5][O:6][C:7]1[CH:12]=[CH:11][C:10]([CH2:13][CH2:14][CH2:15][CH2:16][N:1]=[N+:2]=[N-:3])=[CH:9][CH:8]=1. The yield is 0.950. (6) The reactants are [CH2:1]([N:8]1[C:13](=[O:14])[C:12]([C:15]2[CH:20]=[CH:19][C:18]([F:21])=[CH:17][CH:16]=2)=[C:11]([C:22]2[CH:27]=[CH:26][C:25]([S:28]([NH2:31])(=[O:30])=[O:29])=[C:24]([F:32])[CH:23]=2)[CH:10]=[N:9]1)[C:2]1[CH:7]=[CH:6]C=CC=1.Br[CH2:34]C=C(C)C. No catalyst specified. The product is [CH3:6][C:7]([CH3:34])=[CH:2][CH2:1][N:8]1[C:13](=[O:14])[C:12]([C:15]2[CH:20]=[CH:19][C:18]([F:21])=[CH:17][CH:16]=2)=[C:11]([C:22]2[CH:27]=[CH:26][C:25]([S:28]([NH2:31])(=[O:29])=[O:30])=[C:24]([F:32])[CH:23]=2)[CH:10]=[N:9]1. The yield is 0.300. (7) The reactants are [F:1][C:2]1[CH:7]=[CH:6][C:5]([S:8]([C:11]2[C:12]([CH:24]([CH3:26])[CH3:25])=[CH:13][C:14]([CH:21]([CH3:23])[CH3:22])=[C:15]([S:17](Cl)(=[O:19])=[O:18])[CH:16]=2)(=[O:10])=[O:9])=[CH:4][CH:3]=1.[O:27]1[CH2:32][CH2:31][CH:30]([NH2:33])[CH2:29][CH2:28]1. No catalyst specified. The product is [F:1][C:2]1[CH:7]=[CH:6][C:5]([S:8]([C:11]2[C:12]([CH:24]([CH3:26])[CH3:25])=[CH:13][C:14]([CH:21]([CH3:23])[CH3:22])=[C:15]([S:17]([NH:33][CH:30]3[CH2:31][CH2:32][O:27][CH2:28][CH2:29]3)(=[O:19])=[O:18])[CH:16]=2)(=[O:10])=[O:9])=[CH:4][CH:3]=1. The yield is 0.860. (8) The reactants are [NH:1]1[CH2:11][CH2:10][CH:4]([C:5]([O:7][CH2:8][CH3:9])=[O:6])[CH2:3][CH2:2]1.O.[C:13](O[C:13]([O:15][C:16]([CH3:19])([CH3:18])[CH3:17])=[O:14])([O:15][C:16]([CH3:19])([CH3:18])[CH3:17])=[O:14]. The catalyst is C1COCC1.C(OCC)(=O)C. The product is [C:16]([O:15][C:13]([N:1]1[CH2:2][CH2:3][CH:4]([C:5]([O:7][CH2:8][CH3:9])=[O:6])[CH2:10][CH2:11]1)=[O:14])([CH3:19])([CH3:18])[CH3:17]. The yield is 0.980.